This data is from Forward reaction prediction with 1.9M reactions from USPTO patents (1976-2016). The task is: Predict the product of the given reaction. Given the reactants O.[OH-].[Li+].[C:4]([O:8][C:9]([NH:11][CH2:12][C:13]#[C:14][C:15]1[C:16]([C:37]([O:39]CC)=[O:38])=[N:17][CH:18]=[C:19]([C:21]([N:23]2[CH2:28][CH2:27][N:26]([CH2:29][C:30]3[CH:35]=[CH:34][C:33]([F:36])=[CH:32][CH:31]=3)[CH2:25][CH2:24]2)=[O:22])[CH:20]=1)=[O:10])([CH3:7])([CH3:6])[CH3:5].Cl, predict the reaction product. The product is: [C:4]([O:8][C:9]([NH:11][CH2:12][C:13]#[C:14][C:15]1[C:16]([C:37]([OH:39])=[O:38])=[N:17][CH:18]=[C:19]([C:21]([N:23]2[CH2:24][CH2:25][N:26]([CH2:29][C:30]3[CH:35]=[CH:34][C:33]([F:36])=[CH:32][CH:31]=3)[CH2:27][CH2:28]2)=[O:22])[CH:20]=1)=[O:10])([CH3:7])([CH3:5])[CH3:6].